This data is from Forward reaction prediction with 1.9M reactions from USPTO patents (1976-2016). The task is: Predict the product of the given reaction. (1) Given the reactants [Cl:1][C:2]1[CH:3]=[CH:4][CH:5]=[C:6]2[C:10]=1[NH:9][C:8](=[O:11])[C:7]2=[O:12].[N+:13]([CH3:16])([O-:15])=[O:14], predict the reaction product. The product is: [Cl:1][C:2]1[CH:3]=[CH:4][CH:5]=[C:6]2[C:10]=1[NH:9][C:8](=[O:11])[C:7]2([OH:12])[CH2:16][N+:13]([O-:15])=[O:14]. (2) Given the reactants Cl[C:2]1[CH:9]=[CH:8][C:5]([C:6]#[N:7])=[CH:4][C:3]=1[N+:10]([O-:12])=[O:11].C([O-])([O-])=O.[K+].[K+].[F:19][C:20]1[CH:25]=[CH:24][C:23]([F:26])=[CH:22][C:21]=1[OH:27], predict the reaction product. The product is: [F:19][C:20]1[CH:25]=[CH:24][C:23]([F:26])=[CH:22][C:21]=1[O:27][C:2]1[CH:9]=[CH:8][C:5]([C:6]#[N:7])=[CH:4][C:3]=1[N+:10]([O-:12])=[O:11]. (3) Given the reactants [NH2:1][C:2]1[CH:10]=[CH:9][C:5]([C:6]([OH:8])=O)=[CH:4][CH:3]=1.[NH2:11][C:12]1[C:17](O)=[CH:16][CH:15]=[CH:14][C:13]=1[CH3:19], predict the reaction product. The product is: [CH3:19][C:13]1[C:12]2[N:11]=[C:6]([C:5]3[CH:4]=[CH:3][C:2]([NH2:1])=[CH:10][CH:9]=3)[O:8][C:17]=2[CH:16]=[CH:15][CH:14]=1. (4) Given the reactants [N+:1]([C:4]1[CH:18]=[CH:17][C:7]([CH2:8]P(=O)(OCC)OCC)=[CH:6][CH:5]=1)([O-:3])=[O:2].[CH3:19][O:20][C:21]1[CH:22]=[C:23]([CH:26]=[CH:27][CH:28]=1)[CH:24]=O, predict the reaction product. The product is: [CH3:19][O:20][C:21]1[CH:28]=[CH:27][CH:26]=[C:23](/[CH:24]=[CH:8]/[C:7]2[CH:6]=[CH:5][C:4]([N+:1]([O-:3])=[O:2])=[CH:18][CH:17]=2)[CH:22]=1. (5) The product is: [Br:29][C:30]1[CH:35]=[CH:34][C:33]([CH2:36][CH:15]2[CH2:16][CH2:17][N:13]([C@H:10]3[CH2:9][CH2:8][C@@H:7]([OH:6])[CH2:12][CH2:11]3)[C:14]2=[O:18])=[C:32]([Cl:38])[CH:31]=1. Given the reactants C([Si](C)(C)[O:6][C@@H:7]1[CH2:12][CH2:11][C@H:10]([N:13]2[CH2:17][CH2:16][CH2:15][C:14]2=[O:18])[CH2:9][CH2:8]1)(C)(C)C.[Li+].CC([N-]C(C)C)C.[Br:29][C:30]1[CH:35]=[CH:34][C:33]([CH2:36]Br)=[C:32]([Cl:38])[CH:31]=1.Cl, predict the reaction product. (6) Given the reactants [F:1][C:2]([F:14])([F:13])[C:3]1[N:8]=[CH:7][C:6]([C:9](=[N:11][OH:12])[NH2:10])=[CH:5][CH:4]=1.[Cl:15][C:16]1[CH:20]=[CH:19][S:18][C:17]=1[C:21](Cl)=O, predict the reaction product. The product is: [Cl:15][C:16]1[CH:20]=[CH:19][S:18][C:17]=1[C:21]1[O:12][N:11]=[C:9]([C:6]2[CH:7]=[N:8][C:3]([C:2]([F:13])([F:1])[F:14])=[CH:4][CH:5]=2)[N:10]=1. (7) Given the reactants C(=O)(O)[O-].[Na+].[CH2:6]([OH:28])[C@H:7]1[O:12][C@H:11]([O:13][C@]2(CO)O[C@H](CO)[C@@H](O)[C@@H]2O)[C@H:10]([OH:25])[C@@H:9](O)[C@@H:8]1O, predict the reaction product. The product is: [CH3:9][C@@H:10]1[O:25][C:6](=[O:28])[C@H:7]([CH3:8])[O:12][C:11]1=[O:13]. (8) Given the reactants C(N(CC1C=CC=CC=1)[C:9]1([CH2:14][NH:15][C:16]2[C:25]3[C:20](=CC=C(C)[CH:24]=3)[N:19]=[C:18]([N:27]3[CH2:33][C:32]4[CH:34]=[CH:35][CH:36]=[CH:37][C:31]=4[S:30](=[O:39])(=[O:38])[CH2:29][CH2:28]3)[CH:17]=2)CCOC1)C1C=CC=CC=1.[OH:47][C@@H:48]1[CH2:52][NH:51][CH2:50][C@H:49]1[NH:53][C:54](=[O:60])[O:55][C:56]([CH3:59])([CH3:58])[CH3:57].C1(P(C2CCCCC2)C2C=CC=CC=2C2C=CC=CC=2N(C)C)CCCCC1.CC(C)([O-])C.[Na+], predict the reaction product. The product is: [O:38]=[S:30]1(=[O:39])[C:31]2[CH:37]=[CH:36][CH:35]=[CH:34][C:32]=2[CH2:33][N:27]([C:18]2[CH:17]=[C:24]([N:51]3[CH2:50][C@@H:49]([NH:53][C:54]([O:55][C:56]([CH3:57])([CH3:59])[CH3:58])=[O:60])[C@H:48]([OH:47])[CH2:52]3)[C:25]3[C:20](=[CH:9][CH:14]=[N:15][CH:16]=3)[N:19]=2)[CH2:28][CH2:29]1.